This data is from Forward reaction prediction with 1.9M reactions from USPTO patents (1976-2016). The task is: Predict the product of the given reaction. (1) Given the reactants [S:1]1[CH:5]=[CH:4][CH:3]=[C:2]1[CH2:6][C:7]([OH:9])=[O:8].[Br:10]Br.C(=O)([O-])[O-].[Na+].[Na+], predict the reaction product. The product is: [Br:10][C:5]1[S:1][C:2]([CH2:6][C:7]([OH:9])=[O:8])=[CH:3][CH:4]=1. (2) Given the reactants [F:1][C:2]1[CH:23]=[CH:22][C:5]([O:6][C:7]2[CH:12]=[CH:11][C:10]([NH:13][C:14]([C@H:16]3[CH2:20][C@@H:19]([OH:21])[CH2:18][NH:17]3)=[O:15])=[CH:9][CH:8]=2)=[CH:4][CH:3]=1.[N:24]1([CH2:29][C:30](O)=[O:31])[CH:28]=[N:27][CH:26]=[N:25]1, predict the reaction product. The product is: [N:24]1([CH2:29][C:30]([N:17]2[CH2:18][C@H:19]([OH:21])[CH2:20][C@@H:16]2[C:14]([NH:13][C:10]2[CH:9]=[CH:8][C:7]([O:6][C:5]3[CH:22]=[CH:23][C:2]([F:1])=[CH:3][CH:4]=3)=[CH:12][CH:11]=2)=[O:15])=[O:31])[CH:28]=[N:27][CH:26]=[N:25]1. (3) Given the reactants [CH:1]([C:3]1[CH:4]=[C:5]([C:14]([OH:16])=[O:15])[C:6](=[O:13])[N:7]2[C:12]=1[CH:11]=[CH:10][CH:9]=[CH:8]2)=O.[Cl:17][C:18]1[CH:19]=[C:20]2[C:25](=[CH:26][CH:27]=1)[CH2:24][NH:23][CH2:22][CH2:21]2.C(O)(=O)C.ClC(Cl)C.C([BH3-])#N, predict the reaction product. The product is: [Cl:17][C:18]1[CH:19]=[C:20]2[C:25](=[CH:26][CH:27]=1)[CH2:24][N:23]([CH2:1][C:3]1[CH:4]=[C:5]([C:14]([OH:16])=[O:15])[C:6](=[O:13])[N:7]3[C:12]=1[CH:11]=[CH:10][CH:9]=[CH:8]3)[CH2:22][CH2:21]2.